Predict the reactants needed to synthesize the given product. From a dataset of Full USPTO retrosynthesis dataset with 1.9M reactions from patents (1976-2016). (1) Given the product [C:1]([O:5][C:6](=[O:19])[NH:7][C@@H:8]([C:10]1[N:14]([CH2:15][CH3:16])[C:13]([S:21]([CH3:29])(=[O:24])=[O:20])=[N:12][N:11]=1)[CH3:9])([CH3:2])([CH3:3])[CH3:4], predict the reactants needed to synthesize it. The reactants are: [C:1]([O:5][C:6](=[O:19])[NH:7][C@@H:8]([C:10]1[N:14]([CH2:15][CH3:16])[C:13](SC)=[N:12][N:11]=1)[CH3:9])([CH3:4])([CH3:3])[CH3:2].[O-:20][S:21]([O-:24])(=S)=O.[Na+].[Na+].[OH-].[Na+].[CH:29](Cl)(Cl)Cl. (2) The reactants are: [NH2:1][C:2]1[C:3]2[CH2:14][N:13]([C:15]([O:17][C:18]([CH3:21])([CH3:20])[CH3:19])=[O:16])[C:12]([CH3:23])([CH3:22])[C:4]=2[N:5]([C:7]([O:9][CH2:10][CH3:11])=[O:8])[N:6]=1.C(N(CC)C(C)C)(C)C.[F:33][C:34]1[CH:42]=[CH:41][C:37]([C:38](Cl)=[O:39])=[CH:36][CH:35]=1. Given the product [F:33][C:34]1[CH:42]=[CH:41][C:37]([C:38]([NH:1][C:2]2[C:3]3[CH2:14][N:13]([C:15]([O:17][C:18]([CH3:21])([CH3:20])[CH3:19])=[O:16])[C:12]([CH3:22])([CH3:23])[C:4]=3[N:5]([C:7]([O:9][CH2:10][CH3:11])=[O:8])[N:6]=2)=[O:39])=[CH:36][CH:35]=1, predict the reactants needed to synthesize it. (3) Given the product [CH2:11]([C@H:18]1[CH2:22][O:21][C:20](=[O:23])[N:19]1[C:24](=[O:41])[CH:25]([CH2:26][C:27]1[CH:28]=[CH:29][C:30]([O:33][CH2:34][C:35]2[CH:36]=[CH:37][CH:38]=[CH:39][CH:40]=2)=[CH:31][CH:32]=1)[CH2:44][CH:43]=[CH2:42])[C:12]1[CH:17]=[CH:16][CH:15]=[CH:14][CH:13]=1, predict the reactants needed to synthesize it. The reactants are: C[Si]([N-][Si](C)(C)C)(C)C.[Na+].[CH2:11]([C@H:18]1[CH2:22][O:21][C:20](=[O:23])[N:19]1[C:24](=[O:41])[CH2:25][CH2:26][C:27]1[CH:32]=[CH:31][C:30]([O:33][CH2:34][C:35]2[CH:40]=[CH:39][CH:38]=[CH:37][CH:36]=2)=[CH:29][CH:28]=1)[C:12]1[CH:17]=[CH:16][CH:15]=[CH:14][CH:13]=1.[CH2:42](Br)[CH:43]=[CH2:44]. (4) Given the product [Cl:1][C:2]1[CH:3]=[C:4]([CH:26]=[CH:27][C:28]=1[O:29][CH2:30][C:31]1[CH:32]=[CH:33][CH:34]=[CH:35][N:42]=1)[NH:5][C:6]1[C:15]2[C:10](=[CH:11][CH:12]=[CH:13][C:14]=2[O:16][CH2:17][C:18]2[CH:19]=[CH:20][C:21]([O:24][CH3:25])=[CH:22][CH:23]=2)[N:9]=[CH:8][N:7]=1, predict the reactants needed to synthesize it. The reactants are: [Cl:1][C:2]1[CH:3]=[C:4]([CH:26]=[CH:27][C:28]=1[O:29][CH2:30][C:31]1C=[CH:35][CH:34]=[C:33](F)[CH:32]=1)[NH:5][C:6]1[C:15]2[C:10](=[CH:11][CH:12]=[CH:13][C:14]=2[O:16][CH2:17][C:18]2[CH:23]=[CH:22][C:21]([O:24][CH3:25])=[CH:20][CH:19]=2)[N:9]=[CH:8][N:7]=1.ClC1C=C(C=CC=1OCC1C=CC=CN=1)[NH:42]C1C2C(=CC=CC=2F)N=CN=1.COC1C=CC(CO)=CC=1. (5) Given the product [C:7]1([C:6]2[N:2]([CH3:1])[N:3]=[CH:4][CH:5]=2)[CH2:12][CH2:11][CH2:10][CH2:9][CH:8]=1, predict the reactants needed to synthesize it. The reactants are: [CH3:1][N:2]1[C:6]([C:7]2(O)[CH2:12][CH2:11][CH2:10][CH2:9][CH2:8]2)=[CH:5][CH:4]=[N:3]1.O.C1(C)C=CC(S(O)(=O)=O)=CC=1. (6) Given the product [Cl:17][C:18]1[C:19]([CH:31]2[O:4][CH2:1][CH2:2][O:3]2)=[N:20][CH:21]=[C:22]([N:24]2[C:28]([CH3:29])=[CH:27][C:26]([CH3:30])=[N:25]2)[N:23]=1, predict the reactants needed to synthesize it. The reactants are: [CH2:1]([OH:4])[CH2:2][OH:3].O.C1(C)C=CC(S(O)(=O)=O)=CC=1.[Cl:17][C:18]1[C:19]([CH:31]=O)=[N:20][CH:21]=[C:22]([N:24]2[C:28]([CH3:29])=[CH:27][C:26]([CH3:30])=[N:25]2)[N:23]=1.C(=O)([O-])O.[Na+]. (7) Given the product [CH3:23][S:24]([NH:1][CH2:2][CH2:3][N:4]1[CH2:9][CH2:8][CH2:7][CH:6]([N:10]2[C:21]3=[C:22]4[C:17](=[CH:18][CH:19]=[CH:20]3)[CH:16]=[N:15][CH:14]=[C:13]4[CH2:12][CH2:11]2)[CH2:5]1)(=[O:26])=[O:25], predict the reactants needed to synthesize it. The reactants are: [NH2:1][CH2:2][CH2:3][N:4]1[CH2:9][CH2:8][CH2:7][CH:6]([N:10]2[C:21]3=[C:22]4[C:17](=[CH:18][CH:19]=[CH:20]3)[CH:16]=[N:15][CH:14]=[C:13]4[CH2:12][CH2:11]2)[CH2:5]1.[CH3:23][S:24](O[S:24]([CH3:23])(=[O:26])=[O:25])(=[O:26])=[O:25]. (8) Given the product [CH3:23][O:24][C:25]1[CH:31]=[CH:30][C:28]([NH:29][C:20]([C:17]2[CH:16]=[CH:15][C:14]([C:3]3[CH:4]=[C:5]([C:8]4[O:9][C:10]([CH3:13])=[N:11][N:12]=4)[CH:6]=[CH:7][C:2]=3[CH3:1])=[CH:19][CH:18]=2)=[O:22])=[CH:27][CH:26]=1, predict the reactants needed to synthesize it. The reactants are: [CH3:1][C:2]1[CH:7]=[CH:6][C:5]([C:8]2[O:9][C:10]([CH3:13])=[N:11][N:12]=2)=[CH:4][C:3]=1[C:14]1[CH:19]=[CH:18][C:17]([C:20]([OH:22])=O)=[CH:16][CH:15]=1.[CH3:23][O:24][C:25]1[CH:31]=[CH:30][C:28]([NH2:29])=[CH:27][CH:26]=1.